This data is from Forward reaction prediction with 1.9M reactions from USPTO patents (1976-2016). The task is: Predict the product of the given reaction. (1) Given the reactants [OH:1][CH2:2][CH2:3][C:4]#[C:5][C:6]1[CH:23]=[CH:22][C:9]([CH2:10][N:11]2[C:19](=[O:20])[C:18]3[C:13](=[CH:14][CH:15]=[CH:16][CH:17]=3)[C:12]2=[O:21])=[CH:8][CH:7]=1.[H][H], predict the reaction product. The product is: [OH:1][CH2:2][CH2:3][CH2:4][CH2:5][C:6]1[CH:7]=[CH:8][C:9]([CH2:10][N:11]2[C:19](=[O:20])[C:18]3[C:13](=[CH:14][CH:15]=[CH:16][CH:17]=3)[C:12]2=[O:21])=[CH:22][CH:23]=1. (2) Given the reactants [CH2:1]([O:3][C:4](=[O:32])[C:5]([O:8][C:9]1[CH:14]=[CH:13][C:12]([O:15][CH2:16][CH2:17][C:18]2[N:19]=[C:20]([C:24]3[CH:29]=[CH:28][CH:27]=[CH:26][CH:25]=3)[O:21][C:22]=2[CH3:23])=[CH:11][C:10]=1[CH2:30][OH:31])([CH3:7])[CH3:6])[CH3:2].[CH3:33]I.[H-].[Na+].S(=O)(=O)(O)O, predict the reaction product. The product is: [CH2:1]([O:3][C:4](=[O:32])[C:5]([O:8][C:9]1[CH:14]=[CH:13][C:12]([O:15][CH2:16][CH2:17][C:18]2[N:19]=[C:20]([C:24]3[CH:29]=[CH:28][CH:27]=[CH:26][CH:25]=3)[O:21][C:22]=2[CH3:23])=[CH:11][C:10]=1[CH2:30][O:31][CH3:33])([CH3:7])[CH3:6])[CH3:2].